From a dataset of NCI-60 drug combinations with 297,098 pairs across 59 cell lines. Regression. Given two drug SMILES strings and cell line genomic features, predict the synergy score measuring deviation from expected non-interaction effect. (1) Drug 1: CCC1(CC2CC(C3=C(CCN(C2)C1)C4=CC=CC=C4N3)(C5=C(C=C6C(=C5)C78CCN9C7C(C=CC9)(C(C(C8N6C=O)(C(=O)OC)O)OC(=O)C)CC)OC)C(=O)OC)O.OS(=O)(=O)O. Drug 2: CS(=O)(=O)CCNCC1=CC=C(O1)C2=CC3=C(C=C2)N=CN=C3NC4=CC(=C(C=C4)OCC5=CC(=CC=C5)F)Cl. Cell line: KM12. Synergy scores: CSS=40.7, Synergy_ZIP=10.3, Synergy_Bliss=14.3, Synergy_Loewe=-35.0, Synergy_HSA=11.4. (2) Drug 1: C1=CC(=CC=C1CCC2=CNC3=C2C(=O)NC(=N3)N)C(=O)NC(CCC(=O)O)C(=O)O. Drug 2: C1=CN(C=N1)CC(O)(P(=O)(O)O)P(=O)(O)O. Cell line: UACC62. Synergy scores: CSS=5.75, Synergy_ZIP=-4.55, Synergy_Bliss=-2.54, Synergy_Loewe=-6.23, Synergy_HSA=-2.11. (3) Drug 1: CC1=C(C=C(C=C1)NC2=NC=CC(=N2)N(C)C3=CC4=NN(C(=C4C=C3)C)C)S(=O)(=O)N.Cl. Drug 2: C1=NNC2=C1C(=O)NC=N2. Cell line: SR. Synergy scores: CSS=-0.828, Synergy_ZIP=-0.886, Synergy_Bliss=-3.44, Synergy_Loewe=-5.80, Synergy_HSA=-3.49. (4) Drug 1: C1CC(=O)NC(=O)C1N2C(=O)C3=CC=CC=C3C2=O. Drug 2: CCC1(C2=C(COC1=O)C(=O)N3CC4=CC5=C(C=CC(=C5CN(C)C)O)N=C4C3=C2)O.Cl. Cell line: SNB-19. Synergy scores: CSS=5.27, Synergy_ZIP=-11.5, Synergy_Bliss=-18.8, Synergy_Loewe=-45.9, Synergy_HSA=-18.6. (5) Drug 2: CN(CC1=CN=C2C(=N1)C(=NC(=N2)N)N)C3=CC=C(C=C3)C(=O)NC(CCC(=O)O)C(=O)O. Drug 1: CC1=C(C(=CC=C1)Cl)NC(=O)C2=CN=C(S2)NC3=CC(=NC(=N3)C)N4CCN(CC4)CCO. Cell line: EKVX. Synergy scores: CSS=3.35, Synergy_ZIP=-0.314, Synergy_Bliss=4.17, Synergy_Loewe=-3.59, Synergy_HSA=-0.494. (6) Drug 2: C1=NC2=C(N1)C(=S)N=CN2. Drug 1: CN1C(=O)N2C=NC(=C2N=N1)C(=O)N. Cell line: MALME-3M. Synergy scores: CSS=12.8, Synergy_ZIP=-3.85, Synergy_Bliss=-4.22, Synergy_Loewe=-12.3, Synergy_HSA=-3.74. (7) Drug 1: CC12CCC(CC1=CCC3C2CCC4(C3CC=C4C5=CN=CC=C5)C)O. Drug 2: CN(CCCl)CCCl.Cl. Cell line: NCI/ADR-RES. Synergy scores: CSS=10.1, Synergy_ZIP=-4.36, Synergy_Bliss=-2.52, Synergy_Loewe=-4.37, Synergy_HSA=-3.45. (8) Drug 1: C1=CC=C(C(=C1)C(C2=CC=C(C=C2)Cl)C(Cl)Cl)Cl. Drug 2: C(CCl)NC(=O)N(CCCl)N=O. Cell line: SF-539. Synergy scores: CSS=12.1, Synergy_ZIP=-5.14, Synergy_Bliss=-5.45, Synergy_Loewe=-13.2, Synergy_HSA=-4.60. (9) Drug 1: CC(CN1CC(=O)NC(=O)C1)N2CC(=O)NC(=O)C2. Drug 2: COC1=NC(=NC2=C1N=CN2C3C(C(C(O3)CO)O)O)N. Cell line: UACC62. Synergy scores: CSS=14.1, Synergy_ZIP=-2.61, Synergy_Bliss=2.04, Synergy_Loewe=-2.57, Synergy_HSA=0.470. (10) Drug 1: CC1=CC2C(CCC3(C2CCC3(C(=O)C)OC(=O)C)C)C4(C1=CC(=O)CC4)C. Drug 2: C1=NC(=NC(=O)N1C2C(C(C(O2)CO)O)O)N. Cell line: SK-MEL-2. Synergy scores: CSS=2.07, Synergy_ZIP=-3.50, Synergy_Bliss=-2.15, Synergy_Loewe=-21.5, Synergy_HSA=-5.14.